From a dataset of Forward reaction prediction with 1.9M reactions from USPTO patents (1976-2016). Predict the product of the given reaction. (1) Given the reactants [C:1]([O:5][C:6](=[O:31])[C@@H:7]([NH:13][C:14](=[O:30])[CH2:15][CH2:16][CH2:17][CH2:18][CH2:19][CH2:20][CH2:21][CH2:22][CH2:23][CH2:24][CH2:25][CH2:26][CH2:27][CH2:28][CH3:29])[CH2:8][CH2:9][C:10]([OH:12])=O)([CH3:4])([CH3:3])[CH3:2].C(N1C=CN=C1)(N1C=CN=C1)=O.[NH2:44][CH:45](N)[CH2:46][CH2:47][CH2:48][C@H:49]([NH:56][C:57]([O:59][CH2:60][CH:61]1[C:73]2[CH:72]=[CH:71][CH:70]=[CH:69][C:68]=2[C:67]2[C:62]1=[CH:63][CH:64]=[CH:65][CH:66]=2)=[O:58])[C:50]([O:52][CH2:53][CH:54]=[CH2:55])=[O:51].C(N(CC)CC)C, predict the reaction product. The product is: [CH:63]1[C:62]2[CH:61]([CH2:60][O:59][C:57]([NH:56][C@@H:49]([CH2:48][CH2:47][CH2:46][CH2:45][NH:44][C:10](=[O:12])[CH2:9][CH2:8][C@H:7]([NH:13][C:14](=[O:30])[CH2:15][CH2:16][CH2:17][CH2:18][CH2:19][CH2:20][CH2:21][CH2:22][CH2:23][CH2:24][CH2:25][CH2:26][CH2:27][CH2:28][CH3:29])[C:6]([O:5][C:1]([CH3:2])([CH3:3])[CH3:4])=[O:31])[C:50]([O:52][CH2:53][CH:54]=[CH2:55])=[O:51])=[O:58])[C:73]3[C:68](=[CH:69][CH:70]=[CH:71][CH:72]=3)[C:67]=2[CH:66]=[CH:65][CH:64]=1. (2) Given the reactants [I-].[K+].CS(O[CH2:8][CH2:9][O:10][C:11]1[C:19]2[C:14](=[N:15][CH:16]=[N:17][C:18]=2[NH:20][C:21]2[CH:26]=[CH:25][C:24]([O:27][C:28]3[CH:29]=[N:30][C:31]([CH3:34])=[CH:32][CH:33]=3)=[C:23]([F:35])[CH:22]=2)[NH:13][N:12]=1)(=O)=O.[CH3:36][N:37]1[CH2:42][CH2:41][NH:40][CH2:39][CH2:38]1, predict the reaction product. The product is: [F:35][C:23]1[CH:22]=[C:21]([NH:20][C:18]2[N:17]=[CH:16][N:15]=[C:14]3[NH:13][N:12]=[C:11]([O:10][CH2:9][CH2:8][N:40]4[CH2:41][CH2:42][N:37]([CH3:36])[CH2:38][CH2:39]4)[C:19]=23)[CH:26]=[CH:25][C:24]=1[O:27][C:28]1[CH:29]=[N:30][C:31]([CH3:34])=[CH:32][CH:33]=1. (3) Given the reactants [F:1][C:2]1[CH:10]=[CH:9][C:8]2[NH:7][C:6]3[CH:11]=[N:12][N:13]([CH:14]4[CH2:19][CH2:18][CH2:17][CH2:16][O:15]4)[C:5]=3[C:4]=2[CH:3]=1.Br[C:21]1[CH:30]=[CH:29][C:24]([C:25]([O:27]C)=[O:26])=[CH:23][CH:22]=1.C([O-])([O-])=O.[Cs+].[Cs+], predict the reaction product. The product is: [F:1][C:2]1[CH:10]=[CH:9][C:8]2[N:7]([C:21]3[CH:30]=[CH:29][C:24]([C:25]([OH:27])=[O:26])=[CH:23][CH:22]=3)[C:6]3[CH:11]=[N:12][N:13]([CH:14]4[CH2:19][CH2:18][CH2:17][CH2:16][O:15]4)[C:5]=3[C:4]=2[CH:3]=1. (4) Given the reactants [C:1]([Li])([CH3:4])([CH3:3])[CH3:2].Br[C:7]1[CH:12]=[CH:11][CH:10]=[C:9](Br)[CH:8]=1.F[B:15]([C:25]1[C:30]([CH3:31])=[CH:29][C:28]([CH3:32])=[CH:27][C:26]=1[CH3:33])[C:16]1[C:21]([CH3:22])=[CH:20][C:19]([CH3:23])=[CH:18][C:17]=1[CH3:24], predict the reaction product. The product is: [C:1]1([CH3:4])[CH:3]=[C:30]([CH3:29])[CH:25]=[C:26]([CH3:27])[C:2]=1[B:15]([C:16]1[C:21]([CH3:22])=[CH:20][C:19]([CH3:23])=[CH:18][C:17]=1[CH3:24])[C:7]1[CH:12]=[CH:11][CH:10]=[C:9]([B:15]([C:25]2[C:30]([CH3:31])=[CH:29][C:28]([CH3:32])=[CH:27][C:26]=2[CH3:33])[C:16]2[C:21]([CH3:22])=[CH:20][C:19]([CH3:23])=[CH:18][C:17]=2[CH3:24])[CH:8]=1. (5) Given the reactants [C:1]([C:3]1[C:8]2[C:9]([C:12]3[CH:17]=[CH:16][C:15]([F:18])=[CH:14][CH:13]=3)=[N:10][O:11][C:7]=2[C:6]([OH:19])=[C:5]([C:20](OCC)=[O:21])[N:4]=1)#[N:2].[NH2:25][CH2:26][C:27]([OH:29])=[O:28].C[O-].[Na+].Cl, predict the reaction product. The product is: [C:1]([C:3]1[C:8]2[C:9]([C:12]3[CH:13]=[CH:14][C:15]([F:18])=[CH:16][CH:17]=3)=[N:10][O:11][C:7]=2[C:6]([OH:19])=[C:5]([C:20]([NH:25][CH2:26][C:27]([OH:29])=[O:28])=[O:21])[N:4]=1)#[N:2].